Dataset: Catalyst prediction with 721,799 reactions and 888 catalyst types from USPTO. Task: Predict which catalyst facilitates the given reaction. Reactant: C(N(CC)CC)C.[C:8]([C:10]1[CH:15]=[CH:14][C:13]([C:16](Cl)=[N:17][OH:18])=[CH:12][CH:11]=1)#[N:9].[CH3:20][O:21][C:22](=[O:27])[C:23]([O:25][CH3:26])=[CH2:24].O. Product: [CH3:20][O:21][C:22]([C:23]1([O:25][CH3:26])[O:18][N:17]=[C:16]([C:13]2[CH:14]=[CH:15][C:10]([C:8]#[N:9])=[CH:11][CH:12]=2)[CH2:24]1)=[O:27]. The catalyst class is: 4.